Dataset: Merck oncology drug combination screen with 23,052 pairs across 39 cell lines. Task: Regression. Given two drug SMILES strings and cell line genomic features, predict the synergy score measuring deviation from expected non-interaction effect. (1) Drug 1: CC(=O)OC1C(=O)C2(C)C(O)CC3OCC3(OC(C)=O)C2C(OC(=O)c2ccccc2)C2(O)CC(OC(=O)C(O)C(NC(=O)c3ccccc3)c3ccccc3)C(C)=C1C2(C)C. Drug 2: COC1CC2CCC(C)C(O)(O2)C(=O)C(=O)N2CCCCC2C(=O)OC(C(C)CC2CCC(OP(C)(C)=O)C(OC)C2)CC(=O)C(C)C=C(C)C(O)C(OC)C(=O)C(C)CC(C)C=CC=CC=C1C. Cell line: MDAMB436. Synergy scores: synergy=13.5. (2) Drug 1: NC(=O)c1cccc2cn(-c3ccc(C4CCCNC4)cc3)nc12. Drug 2: COC1=C2CC(C)CC(OC)C(O)C(C)C=C(C)C(OC(N)=O)C(OC)C=CC=C(C)C(=O)NC(=CC1=O)C2=O. Cell line: VCAP. Synergy scores: synergy=17.3. (3) Drug 1: NC(=O)c1cccc2cn(-c3ccc(C4CCCNC4)cc3)nc12. Drug 2: CCc1cnn2c(NCc3ccc[n+]([O-])c3)cc(N3CCCCC3CCO)nc12. Cell line: DLD1. Synergy scores: synergy=-9.24. (4) Drug 1: CN(C)C(=N)N=C(N)N. Drug 2: O=C(O)C1(Cc2cccc(Nc3nccs3)n2)CCC(Oc2cccc(Cl)c2F)CC1. Cell line: DLD1. Synergy scores: synergy=3.17. (5) Drug 1: COC12C(COC(N)=O)C3=C(C(=O)C(C)=C(N)C3=O)N1CC1NC12. Drug 2: NC1(c2ccc(-c3nc4ccn5c(=O)[nH]nc5c4cc3-c3ccccc3)cc2)CCC1. Cell line: UACC62. Synergy scores: synergy=32.9. (6) Drug 1: CCC1(O)CC2CN(CCc3c([nH]c4ccccc34)C(C(=O)OC)(c3cc4c(cc3OC)N(C)C3C(O)(C(=O)OC)C(OC(C)=O)C5(CC)C=CCN6CCC43C65)C2)C1. Drug 2: Cn1cc(-c2cnn3c(N)c(Br)c(C4CCCNC4)nc23)cn1. Cell line: UACC62. Synergy scores: synergy=0.000184. (7) Drug 1: CCC1(O)CC2CN(CCc3c([nH]c4ccccc34)C(C(=O)OC)(c3cc4c(cc3OC)N(C)C3C(O)(C(=O)OC)C(OC(C)=O)C5(CC)C=CCN6CCC43C65)C2)C1. Drug 2: CNC(=O)c1cc(Oc2ccc(NC(=O)Nc3ccc(Cl)c(C(F)(F)F)c3)cc2)ccn1. Cell line: SW837. Synergy scores: synergy=9.28. (8) Drug 1: O=c1[nH]cc(F)c(=O)[nH]1. Drug 2: C#Cc1cccc(Nc2ncnc3cc(OCCOC)c(OCCOC)cc23)c1. Cell line: UACC62. Synergy scores: synergy=18.0. (9) Drug 1: N.N.O=C(O)C1(C(=O)O)CCC1.[Pt]. Drug 2: CC(C)CC(NC(=O)C(Cc1ccccc1)NC(=O)c1cnccn1)B(O)O. Cell line: PA1. Synergy scores: synergy=-26.8. (10) Drug 1: O=C(CCCCCCC(=O)Nc1ccccc1)NO. Drug 2: Cn1nnc2c(C(N)=O)ncn2c1=O. Cell line: A427. Synergy scores: synergy=-9.07.